Task: Predict the product of the given reaction.. Dataset: Forward reaction prediction with 1.9M reactions from USPTO patents (1976-2016) (1) Given the reactants C([N:8]1[CH2:13][CH2:12][CH2:11][C@@H:10]([N:14]2[CH:19]=[CH:18][N:17]3[CH:20]=[CH:21][N:22]=[C:16]3[C:15]2=[O:23])[CH2:9]1)C1C=CC=CC=1.[CH3:36][C:35]([O:34][C:32](O[C:32]([O:34][C:35]([CH3:38])([CH3:37])[CH3:36])=[O:33])=[O:33])([CH3:38])[CH3:37], predict the reaction product. The product is: [O:23]=[C:15]1[N:14]([C@@H:10]2[CH2:11][CH2:12][CH2:13][N:8]([C:32]([O:34][C:35]([CH3:36])([CH3:37])[CH3:38])=[O:33])[CH2:9]2)[CH:19]=[CH:18][N:17]2[CH:20]=[CH:21][N:22]=[C:16]12. (2) Given the reactants [CH3:1][O:2][C:3]1[CH:8]=[CH:7][CH:6]=[CH:5][C:4]=1[N:9]1[CH:13]=[CH:12][N:11]=[CH:10]1.[Br:14][CH2:15][CH2:16][CH2:17][CH2:18][CH2:19][CH2:20][CH3:21], predict the reaction product. The product is: [Br-:14].[CH2:15]([N:11]1[CH:12]=[CH:13][N+:9]([C:4]2[CH:5]=[CH:6][CH:7]=[CH:8][C:3]=2[O:2][CH3:1])=[CH:10]1)[CH2:16][CH2:17][CH2:18][CH2:19][CH2:20][CH3:21].